From a dataset of Drug-target binding data from BindingDB using IC50 measurements. Regression. Given a target protein amino acid sequence and a drug SMILES string, predict the binding affinity score between them. We predict pIC50 (pIC50 = -log10(IC50 in M); higher means more potent). Dataset: bindingdb_ic50. The drug is Cc1sc(C(=O)CCl)cc1C(=O)CCl. The target is XTSFAESXKPVQQPSAFGS. The pIC50 is 5.3.